This data is from Forward reaction prediction with 1.9M reactions from USPTO patents (1976-2016). The task is: Predict the product of the given reaction. Given the reactants [CH2:1]([C:3]1[CH:4]=[CH:5][CH:6]=[C:7]2[C:11]=1[NH:10][CH:9]=[C:8]2[CH:12]([C:18]1[CH:23]=[CH:22][C:21]([C:24]([F:27])([F:26])[F:25])=[CH:20][CH:19]=1)[CH2:13][CH2:14][C:15](O)=[O:16])[CH3:2].[H-].[Al+3].[Li+].[H-].[H-].[H-].C(O)(C)C.Cl, predict the reaction product. The product is: [CH2:1]([C:3]1[CH:4]=[CH:5][CH:6]=[C:7]2[C:11]=1[NH:10][CH:9]=[C:8]2[CH:12]([C:18]1[CH:19]=[CH:20][C:21]([C:24]([F:26])([F:25])[F:27])=[CH:22][CH:23]=1)[CH2:13][CH2:14][CH2:15][OH:16])[CH3:2].